Dataset: Full USPTO retrosynthesis dataset with 1.9M reactions from patents (1976-2016). Task: Predict the reactants needed to synthesize the given product. (1) Given the product [CH3:15][S:16]([C:19]1[CH:20]=[CH:21][C:22]([O:28][C@H:29]([CH3:34])[C:30]([F:31])([F:32])[F:33])=[C:23]([C:24]([N:11]2[CH2:10][CH2:9][C:7]3[N:8]=[C:3]([C:2]([F:1])([F:13])[F:14])[N:4]=[CH:5][C:6]=3[CH2:12]2)=[O:25])[CH:27]=1)(=[O:18])=[O:17], predict the reactants needed to synthesize it. The reactants are: [F:1][C:2]([F:14])([F:13])[C:3]1[N:4]=[CH:5][C:6]2[CH2:12][NH:11][CH2:10][CH2:9][C:7]=2[N:8]=1.[CH3:15][S:16]([C:19]1[CH:20]=[CH:21][C:22]([O:28][C@H:29]([CH3:34])[C:30]([F:33])([F:32])[F:31])=[C:23]([CH:27]=1)[C:24](O)=[O:25])(=[O:18])=[O:17]. (2) Given the product [C:1]([O:5][C:6]([N:8]1[CH2:13][CH2:12][CH:11]([CH2:14][NH:15][C:16]2[C:21]([N+:22]([O-:24])=[O:23])=[CH:20][N:19]=[C:18]([NH:32][CH2:31][C:30]3[CH:33]=[CH:34][CH:35]=[CH:36][C:29]=3[O:28][C:27]([F:26])([F:37])[F:38])[CH:17]=2)[CH2:10][CH2:9]1)=[O:7])([CH3:4])([CH3:3])[CH3:2], predict the reactants needed to synthesize it. The reactants are: [C:1]([O:5][C:6]([N:8]1[CH2:13][CH2:12][CH:11]([CH2:14][NH:15][C:16]2[C:21]([N+:22]([O-:24])=[O:23])=[CH:20][N:19]=[C:18](Cl)[CH:17]=2)[CH2:10][CH2:9]1)=[O:7])([CH3:4])([CH3:3])[CH3:2].[F:26][C:27]([F:38])([F:37])[O:28][C:29]1[CH:36]=[CH:35][CH:34]=[CH:33][C:30]=1[CH2:31][NH2:32].C(N(C(C)C)CC)(C)C. (3) Given the product [CH2:14]([O:16][C:17](=[O:29])[C:18]1[CH:23]=[C:22]([N:10]2[CH:11]=[C:7]([C:1]3[CH:2]=[CH:3][CH:4]=[CH:5][CH:6]=3)[C:8]([C:12]#[N:13])=[CH:9]2)[CH:21]=[CH:20][C:19]=1[O:25][CH2:26][O:27][CH3:28])[CH3:15], predict the reactants needed to synthesize it. The reactants are: [C:1]1([C:7]2[C:8]([C:12]#[N:13])=[CH:9][NH:10][CH:11]=2)[CH:6]=[CH:5][CH:4]=[CH:3][CH:2]=1.[CH2:14]([O:16][C:17](=[O:29])[C:18]1[CH:23]=[C:22](Br)[CH:21]=[CH:20][C:19]=1[O:25][CH2:26][O:27][CH3:28])[CH3:15].C(=O)([O-])[O-].[Cs+].[Cs+]. (4) Given the product [C:27]([N:12]1[C:11]2[CH:31]=[CH:32][C:8]([C:5]3[CH:4]=[N:3][C:2]([NH2:1])=[N:7][CH:6]=3)=[CH:9][C:10]=2[N:14]=[C:13]1[C:15]1[CH:16]=[C:17]([O:26][CH2:40][CH3:41])[CH:18]=[CH:19][C:20]=1[N:21]1[CH:25]=[N:24][CH:23]=[N:22]1)([CH3:29])([CH3:28])[CH3:30], predict the reactants needed to synthesize it. The reactants are: [NH2:1][C:2]1[N:7]=[CH:6][C:5]([C:8]2[CH:32]=[CH:31][C:11]3[N:12]([C:27]([CH3:30])([CH3:29])[CH3:28])[C:13]([C:15]4[CH:16]=[C:17]([OH:26])[CH:18]=[CH:19][C:20]=4[N:21]4[CH:25]=[N:24][CH:23]=[N:22]4)=[N:14][C:10]=3[CH:9]=2)=[CH:4][N:3]=1.C(=O)([O-])[O-].[K+].[K+].I[CH2:40][CH3:41].O. (5) Given the product [NH2:13][C:6]1[C:5](=[O:16])[C:4]2[C:9](=[CH:10][CH:11]=[C:2]([Br:1])[CH:3]=2)[N:8]([CH3:12])[CH:7]=1, predict the reactants needed to synthesize it. The reactants are: [Br:1][C:2]1[CH:3]=[C:4]2[C:9](=[CH:10][CH:11]=1)[N:8]([CH3:12])[CH:7]=[C:6]([N+:13]([O-])=O)[C:5]2=[O:16].O.NN.